Predict the reaction yield, written as a fraction of the theoretical maximum amount of product (1.0 means a 100% yield; for example, 0.34 means a 34% yield). From a dataset of Reaction yield outcomes from USPTO patents with 853,638 reactions. (1) The reactants are O=[C:2]1[CH2:8][CH2:7][CH2:6][N:5]([C:9]([O:11][CH2:12][C:13]2[CH:18]=[CH:17][CH:16]=[CH:15][CH:14]=2)=[O:10])[CH2:4][CH:3]1[NH:19][C:20](=[O:27])[C:21]1[CH:26]=[CH:25][CH:24]=[CH:23][N:22]=1.P(Cl)(Cl)(Cl)(Cl)Cl. The catalyst is O1CCOCC1. The product is [N:22]1[CH:23]=[CH:24][CH:25]=[CH:26][C:21]=1[C:20]1[O:27][C:2]2[CH2:8][CH2:7][CH2:6][N:5]([C:9]([O:11][CH2:12][C:13]3[CH:14]=[CH:15][CH:16]=[CH:17][CH:18]=3)=[O:10])[CH2:4][C:3]=2[N:19]=1. The yield is 0.220. (2) The reactants are [CH3:1][C:2]1[NH:7][C:6](=[O:8])[C:5]([C:9]#[N:10])=[C:4]([CH2:11][N:12]2[CH2:17][CH2:16][O:15][CH2:14][CH2:13]2)[CH:3]=1.Cl.O1CCOCC1. The catalyst is CC(O)=O.[Ni]. The product is [NH2:10][CH2:9][C:5]1[C:6](=[O:8])[NH:7][C:2]([CH3:1])=[CH:3][C:4]=1[CH2:11][N:12]1[CH2:17][CH2:16][O:15][CH2:14][CH2:13]1. The yield is 0.950. (3) The reactants are [Br:1][C:2]1[CH:3]=[C:4]([CH:16]=[CH:17][C:18]=1[F:19])[C:5]([C:7]1[CH:14]=[CH:13][CH:12]=[C:11]([F:15])[C:8]=1[C:9]#[N:10])=O.[CH3:20][C:21]([S:24]([NH2:26])=[O:25])([CH3:23])[CH3:22].CO.C(=O)(O)[O-].[Na+]. The catalyst is C1COCC1.[O-]CC.[Ti+4].[O-]CC.[O-]CC.[O-]CC. The product is [Br:1][C:2]1[CH:3]=[C:4]([C:5]([C:7]2[CH:14]=[CH:13][CH:12]=[C:11]([F:15])[C:8]=2[C:9]#[N:10])=[N:26][S:24]([C:21]([CH3:23])([CH3:22])[CH3:20])=[O:25])[CH:16]=[CH:17][C:18]=1[F:19]. The yield is 0.550. (4) The reactants are [CH2:1]([N:8]1C(=O)C2=CC=CC=C2C1=O)CCCCC=C.[OH-:19].[Na+].[N:21]1[C:30]2[C:25](=[CH:26][CH:27]=[CH:28][CH:29]=2)[CH:24]=CC=1. The yield is 0.820. The product is [NH2:21][C:30]1[C:25]([CH3:24])=[C:26]([OH:19])[CH:27]=[CH:28][C:29]=1[C:1]#[N:8]. No catalyst specified. (5) The reactants are [CH3:1][C:2]1[CH:3]=[C:4]([CH:8]=[CH:9][C:10]=1[CH3:11])[C:5]([OH:7])=O.CN(C(ON1N=NC2C=CC=CC1=2)=[N+](C)C)C.[B-](F)(F)(F)F.CN1CCOCC1.[F:41][C:42]1([F:53])[CH2:46][CH2:45][N:44]([CH2:47][C@@H:48]([NH2:52])[CH:49]([CH3:51])[CH3:50])[CH2:43]1. The catalyst is CN(C=O)C. The product is [F:53][C:42]1([F:41])[CH2:46][CH2:45][N:44]([CH2:47][C@@H:48]([NH:52][C:5](=[O:7])[C:4]2[CH:8]=[CH:9][C:10]([CH3:11])=[C:2]([CH3:1])[CH:3]=2)[CH:49]([CH3:50])[CH3:51])[CH2:43]1. The yield is 0.510. (6) The reactants are [N+:1]([C:4]([N+:8]([O-:10])=[O:9])(O)[CH2:5]C)([O-:3])=[O:2].[C:11]([OH:20])(=[O:19])[CH2:12][CH2:13][CH2:14][CH2:15][CH2:16][CH2:17][CH3:18].Cl[CH:22](Cl)C. No catalyst specified. The product is [C:11]([O:20][CH2:22][C:4]([N+:8]([O-:10])=[O:9])([N+:1]([O-:3])=[O:2])[CH3:5])(=[O:19])[CH2:12][CH2:13][CH2:14][CH2:15][CH2:16][CH2:17][CH3:18]. The yield is 0.900.